This data is from Full USPTO retrosynthesis dataset with 1.9M reactions from patents (1976-2016). The task is: Predict the reactants needed to synthesize the given product. Given the product [Cl:19][C:15]1[CH:14]=[C:13]([CH:12]2[C:11]([C:22]3[CH:23]=[CH:24][C:25]([Cl:28])=[CH:26][CH:27]=3)([C:20]#[N:21])[CH:10]([CH2:29][C:30]([CH3:33])([CH3:31])[CH3:32])[N:9]([CH2:34][CH3:35])[CH:8]2[C:6]([OH:5])=[O:7])[CH:18]=[CH:17][CH:16]=1, predict the reactants needed to synthesize it. The reactants are: C([O:5][C:6]([CH:8]1[CH:12]([C:13]2[CH:18]=[CH:17][CH:16]=[C:15]([Cl:19])[CH:14]=2)[C:11]([C:22]2[CH:27]=[CH:26][C:25]([Cl:28])=[CH:24][CH:23]=2)([C:20]#[N:21])[CH:10]([CH2:29][C:30]([CH3:33])([CH3:32])[CH3:31])[NH:9]1)=[O:7])(C)(C)C.[CH:34](=O)[CH3:35].C(O[BH-](OC(=O)C)OC(=O)C)(=O)C.[Na+].